Dataset: Forward reaction prediction with 1.9M reactions from USPTO patents (1976-2016). Task: Predict the product of the given reaction. (1) Given the reactants O=P(Cl)(Cl)Cl.[CH2:6]([N:8]([CH2:16][CH3:17])[C:9]1[CH:14]=[CH:13][CH:12]=[C:11]([CH3:15])[CH:10]=1)[CH3:7].[C:18]([O-])(=[O:20])C.[Na+], predict the reaction product. The product is: [CH2:16]([N:8]([CH2:6][CH3:7])[C:9]1[CH:14]=[CH:13][C:12]([CH:18]=[O:20])=[C:11]([CH3:15])[CH:10]=1)[CH3:17]. (2) Given the reactants [CH3:1][NH:2][C:3]1[CH:8]=[CH:7][CH:6]=[CH:5][N:4]=1.C(N(CC)CC)C.[Cl:16][C:17]1[N:22]=[CH:21][C:20]([S:23](Cl)(=[O:25])=[O:24])=[CH:19][CH:18]=1, predict the reaction product. The product is: [Cl:16][C:17]1[N:22]=[CH:21][C:20]([S:23]([N:2]([CH3:1])[C:3]2[CH:8]=[CH:7][CH:6]=[CH:5][N:4]=2)(=[O:25])=[O:24])=[CH:19][CH:18]=1.